Predict the reactants needed to synthesize the given product. From a dataset of Full USPTO retrosynthesis dataset with 1.9M reactions from patents (1976-2016). (1) Given the product [ClH:33].[ClH:33].[CH2:1]([O:8][C:9]1[CH:10]=[CH:11][C:12]([C:15]2[CH:16]=[C:17]([O:25][CH2:26][CH2:27][N:28]([CH2:31][CH3:32])[CH2:29][CH3:30])[N:18]=[N:19][C:20]=2[CH2:21][CH2:22][CH2:23][CH3:24])=[CH:13][CH:14]=1)[C:2]1[CH:3]=[CH:4][CH:5]=[CH:6][CH:7]=1, predict the reactants needed to synthesize it. The reactants are: [CH2:1]([O:8][C:9]1[CH:14]=[CH:13][C:12]([C:15]2[CH:16]=[C:17]([O:25][CH2:26][CH2:27][N:28]([CH2:31][CH3:32])[CH2:29][CH3:30])[N:18]=[N:19][C:20]=2[CH2:21][CH2:22][CH2:23][CH3:24])=[CH:11][CH:10]=1)[C:2]1[CH:7]=[CH:6][CH:5]=[CH:4][CH:3]=1.[ClH:33]. (2) Given the product [Br:39][CH2:12][C:10]1[CH:9]=[CH:8][C:6]2[N:7]=[C:2]([Cl:1])[N:3]=[C:4]([N:14]3[CH2:19][CH2:18][O:17][CH2:16][CH2:15]3)[C:5]=2[N:11]=1, predict the reactants needed to synthesize it. The reactants are: [Cl:1][C:2]1[N:3]=[C:4]([N:14]2[CH2:19][CH2:18][O:17][CH2:16][CH2:15]2)[C:5]2[N:11]=[C:10]([CH2:12]O)[CH:9]=[CH:8][C:6]=2[N:7]=1.C1(P(C2C=CC=CC=2)C2C=CC=CC=2)C=CC=CC=1.[Br:39]N1C(=O)CCC1=O.C1C(=O)N(Br)C(=O)C1.C1C(=O)N(Br)C(=O)C1. (3) The reactants are: [CH3:1][O:2][C:3]1[CH:16]=[CH:15][CH:14]=[C:13]2[C:4]=1[O:5][C:6]1[CH:7]=[C:8](C#N)[CH:9]=[CH:10][C:11]=1[C:12]2=[C:17]1[CH2:23][CH:22]2[N:24]([C:25](=[O:30])[C:26]([F:29])([F:28])[F:27])[CH:19]([CH2:20][CH2:21]2)[CH2:18]1.[Br:33]C1C=CC2C(=C3CC4N(C(=O)C(F)(F)F)C(CC4)C3)C3C(OC=2C=1)=CC=CC=3. Given the product [Br:33][C:8]1[CH:9]=[CH:10][C:11]2[C:12](=[C:17]3[CH2:23][CH:22]4[N:24]([C:25](=[O:30])[C:26]([F:29])([F:28])[F:27])[CH:19]([CH2:20][CH2:21]4)[CH2:18]3)[C:13]3[C:4]([O:5][C:6]=2[CH:7]=1)=[C:3]([O:2][CH3:1])[CH:16]=[CH:15][CH:14]=3, predict the reactants needed to synthesize it. (4) Given the product [Cl:19][C:13]1[C:14]([Cl:18])=[CH:15][CH:16]=[CH:17][C:12]=1[S:9]([NH:8][C:5]1[C:4]([O:28][CH3:29])=[N:3][C:2]([S:35][CH2:34][CH2:33][N:32]([CH3:36])[CH3:31])=[CH:7][N:6]=1)(=[O:10])=[O:11], predict the reactants needed to synthesize it. The reactants are: Br[C:2]1[N:3]=[C:4]([O:28][CH3:29])[C:5]([N:8](COCC[Si](C)(C)C)[S:9]([C:12]2[CH:17]=[CH:16][CH:15]=[C:14]([Cl:18])[C:13]=2[Cl:19])(=[O:11])=[O:10])=[N:6][CH:7]=1.Cl.[CH3:31][N:32]([CH3:36])[CH2:33][CH2:34][SH:35].